From a dataset of Full USPTO retrosynthesis dataset with 1.9M reactions from patents (1976-2016). Predict the reactants needed to synthesize the given product. (1) Given the product [OH:48][C:49]1[CH:56]=[CH:55][C:52]([CH2:53][NH:54][CH2:2][CH2:3][CH2:4][N:5]2[C:6](=[O:16])[CH2:7][N:8]([CH2:12][CH2:13][CH2:14][N:17]3[CH2:18][CH2:19][CH:20]([O:23][C:24](=[O:38])[NH:25][C:26]4[CH:31]=[CH:30][CH:29]=[CH:28][C:27]=4[C:32]4[CH:37]=[CH:36][CH:35]=[CH:34][CH:33]=4)[CH2:21][CH2:22]3)[C:9](=[O:11])[CH2:10]2)=[CH:51][CH:50]=1, predict the reactants needed to synthesize it. The reactants are: Cl[CH2:2][CH2:3][CH2:4][N:5]1[CH2:10][C:9](=[O:11])[N:8]([CH2:12][CH2:13][CH2:14]Cl)[CH2:7][C:6]1=[O:16].[NH:17]1[CH2:22][CH2:21][CH:20]([O:23][C:24](=[O:38])[NH:25][C:26]2[CH:31]=[CH:30][CH:29]=[CH:28][C:27]=2[C:32]2[CH:37]=[CH:36][CH:35]=[CH:34][CH:33]=2)[CH2:19][CH2:18]1.CCN(C(C)C)C(C)C.[OH:48][C:49]1[CH:56]=[CH:55][C:52]([CH2:53][NH2:54])=[CH:51][CH:50]=1. (2) Given the product [CH2:12]([NH:14][C:15]([C:17]1[C:21]([C:6]2[CH:7]=[CH:8][C:3]([O:2][CH3:1])=[CH:4][CH:5]=2)=[C:20]([C:23]2[CH:28]=[C:27]([Cl:29])[C:26]([O:30][CH2:31][C:32]3[CH:37]=[CH:36][CH:35]=[CH:34][CH:33]=3)=[CH:25][C:24]=2[O:38][CH2:39][C:40]2[CH:45]=[CH:44][CH:43]=[CH:42][CH:41]=2)[O:19][N:18]=1)=[O:16])[CH3:13], predict the reactants needed to synthesize it. The reactants are: [CH3:1][O:2][C:3]1[CH:8]=[CH:7][C:6](B(O)O)=[CH:5][CH:4]=1.[CH2:12]([NH:14][C:15]([C:17]1[C:21](Br)=[C:20]([C:23]2[CH:28]=[C:27]([Cl:29])[C:26]([O:30][CH2:31][C:32]3[CH:37]=[CH:36][CH:35]=[CH:34][CH:33]=3)=[CH:25][C:24]=2[O:38][CH2:39][C:40]2[CH:45]=[CH:44][CH:43]=[CH:42][CH:41]=2)[O:19][N:18]=1)=[O:16])[CH3:13].C(=O)([O-])O.[Na+].CN(C=O)C. (3) Given the product [Br:1][C:2]1[CH:17]=[CH:16][C:5]2[N:6]=[C:7]([NH:21][C:20]3[C:19]([Cl:18])=[CH:25][C:24]([I:26])=[CH:23][C:22]=3[Cl:27])[C:8]3[C:13]([C:4]=2[CH:3]=1)=[C:12]([Cl:14])[N:11]=[CH:10][CH:9]=3, predict the reactants needed to synthesize it. The reactants are: [Br:1][C:2]1[CH:17]=[CH:16][C:5]2[N:6]=[C:7](Cl)[C:8]3[C:13]([C:4]=2[CH:3]=1)=[C:12]([Cl:14])[N:11]=[CH:10][CH:9]=3.[Cl:18][C:19]1[CH:25]=[C:24]([I:26])[CH:23]=[C:22]([Cl:27])[C:20]=1[NH2:21].